From a dataset of Reaction yield outcomes from USPTO patents with 853,638 reactions. Predict the reaction yield, written as a fraction of the theoretical maximum amount of product (1.0 means a 100% yield; for example, 0.34 means a 34% yield). The reactants are [CH2:1]([O:5][C:6]1[CH:7]=[C:8]([CH:12]([C:21]([O:23][C:24]([CH3:27])([CH3:26])[CH3:25])=[O:22])[CH2:13][NH:14][CH2:15][C:16]([N:18]([CH3:20])[CH3:19])=O)[CH:9]=[CH:10][CH:11]=1)[CH2:2][CH2:3][CH3:4].COC1C=CC(P2(SP(C3C=CC(OC)=CC=3)(=S)S2)=[S:37])=CC=1. The catalyst is C1(C)C=CC=CC=1. The product is [CH2:1]([O:5][C:6]1[CH:7]=[C:8]([CH:12]([C:21]([O:23][C:24]([CH3:27])([CH3:26])[CH3:25])=[O:22])[CH2:13][NH:14][CH2:15][C:16]([N:18]([CH3:20])[CH3:19])=[S:37])[CH:9]=[CH:10][CH:11]=1)[CH2:2][CH2:3][CH3:4]. The yield is 0.280.